Dataset: Forward reaction prediction with 1.9M reactions from USPTO patents (1976-2016). Task: Predict the product of the given reaction. (1) Given the reactants [CH2:1]([S:3][C:4]1[CH:11]=[CH:10][C:7]([C:8]#[N:9])=[CH:6][C:5]=1[NH:12][NH2:13])[CH3:2].[NH2:14][C:15]1[C:23]([Br:24])=[CH:22][C:21]([CH3:25])=[CH:20][C:16]=1[C:17](O)=[O:18], predict the reaction product. The product is: [NH2:14][C:15]1[C:23]([Br:24])=[CH:22][C:21]([CH3:25])=[CH:20][C:16]=1[C:17]([NH:13][NH:12][C:5]1[CH:6]=[C:7]([C:8]#[N:9])[CH:10]=[CH:11][C:4]=1[S:3][CH2:1][CH3:2])=[O:18]. (2) Given the reactants [Cl-].[O:2]=[C:3]1[C:7]2[CH:8]=[CH:9][C:10]([CH2:12][NH:13][CH:14]3[CH2:19][CH2:18][NH2+:17][CH2:16][CH2:15]3)=[CH:11][C:6]=2[CH2:5][O:4]1.[CH3:20][C:21]1[C:29]2[CH2:28][O:27][C:26](=[O:30])[C:25]=2[CH:24]=[CH:23][C:22]=1[CH2:31][CH:32]=O.C([BH3-])#N.[Na+].C(O)(=O)C, predict the reaction product. The product is: [CH3:20][C:21]1[C:29]2[CH2:28][O:27][C:26](=[O:30])[C:25]=2[CH:24]=[CH:23][C:22]=1[CH2:31][CH2:32][N:17]1[CH2:16][CH2:15][CH:14]([NH:13][CH2:12][C:10]2[CH:9]=[CH:8][C:7]3[C:3](=[O:2])[O:4][CH2:5][C:6]=3[CH:11]=2)[CH2:19][CH2:18]1. (3) Given the reactants [F:1][C:2]1[C:10]([CH3:11])=[C:9]([I:12])[C:8]([F:13])=[CH:7][C:3]=1[C:4]([NH2:6])=[O:5].[C:14](Cl)(=[O:18])C(Cl)=O.[CH:20]1([NH2:23])[CH2:22][CH2:21]1, predict the reaction product. The product is: [CH:20]1([NH:23][C:14]([NH:6][C:4](=[O:5])[C:3]2[CH:7]=[C:8]([F:13])[C:9]([I:12])=[C:10]([CH3:11])[C:2]=2[F:1])=[O:18])[CH2:22][CH2:21]1. (4) Given the reactants [Br:1][C:2]1[S:6][C:5]([C:7]2([CH2:33][C:34](O)=[O:35])[S:13](=[O:15])(=[O:14])[CH2:12][CH2:11][N:10]([C:16]([O:18][CH2:19][CH:20]3[C:32]4[CH:31]=[CH:30][CH:29]=[CH:28][C:27]=4[C:26]4[C:21]3=[CH:22][CH:23]=[CH:24][CH:25]=4)=[O:17])[CH2:9][CH2:8]2)=[CH:4][CH:3]=1.[O:37]1[CH2:42][CH2:41][CH2:40][CH2:39][CH:38]1[O:43][NH2:44].ON1C2C=CC=CC=2N=N1, predict the reaction product. The product is: [O:37]1[CH2:42][CH2:41][CH2:40][CH2:39][CH:38]1[O:43][NH:44][C:34](=[O:35])[CH2:33][C:7]1([C:5]2[S:6][C:2]([Br:1])=[CH:3][CH:4]=2)[S:13](=[O:14])(=[O:15])[CH2:12][CH2:11][N:10]([C:16]([O:18][CH2:19][CH:20]2[C:21]3[CH:22]=[CH:23][CH:24]=[CH:25][C:26]=3[C:27]3[C:32]2=[CH:31][CH:30]=[CH:29][CH:28]=3)=[O:17])[CH2:9][CH2:8]1. (5) The product is: [Si:1]([O:8][CH2:9][C:10]1[N:11]([CH3:26])[C:12]2[C:17]([CH:18]=1)=[CH:16][C:15]1[C:19](=[O:25])[CH2:20][CH:21]([CH3:24])[CH2:22][O:23][C:14]=1[CH:13]=2)([C:4]([CH3:6])([CH3:5])[CH3:7])([CH3:3])[CH3:2]. Given the reactants [Si:1]([O:8][CH2:9][C:10]1[N:11]([CH3:26])[C:12]2[C:17]([CH:18]=1)=[CH:16][C:15]1[C:19](=[O:25])[CH:20]=[C:21]([CH3:24])[CH2:22][O:23][C:14]=1[CH:13]=2)([C:4]([CH3:7])([CH3:6])[CH3:5])([CH3:3])[CH3:2], predict the reaction product. (6) Given the reactants [S:1]([O-:4])([O-:3])=[O:2].[Na+:5].[Na+].F[C:8]1[CH:13]=[N:12][CH:11]=[CH:10][N:9]=1, predict the reaction product. The product is: [N:9]1[CH:10]=[CH:11][N:12]=[CH:13][C:8]=1[S:1]([O-:4])(=[O:3])=[O:2].[Na+:5]. (7) Given the reactants [CH3:1][C:2]1[CH:15]=[C:5]2[C:6]([C@@H:10]3[CH2:12][C@H:11]3[CH2:13][NH2:14])=[CH:7][CH:8]=[CH:9][N:4]2[N:3]=1.C(N(CC)CC)C.[F:23][C:24]([F:35])([F:34])[C:25](O[C:25](=[O:26])[C:24]([F:35])([F:34])[F:23])=[O:26], predict the reaction product. The product is: [F:23][C:24]([F:35])([F:34])[C:25]([NH:14][CH2:13][C@@H:11]1[CH2:12][C@H:10]1[C:6]1[C:5]2[N:4]([N:3]=[C:2]([CH3:1])[CH:15]=2)[CH:9]=[CH:8][CH:7]=1)=[O:26].